This data is from Forward reaction prediction with 1.9M reactions from USPTO patents (1976-2016). The task is: Predict the product of the given reaction. (1) The product is: [Br:1][C:2]1[CH:3]=[CH:4][C:5]2[S:9][C:8]([S:10]([NH:27][C:23]3[CH:24]=[CH:25][CH:26]=[C:21]([C:20]4[NH:19][N:18]=[N:17][N:16]=4)[CH:22]=3)(=[O:12])=[O:11])=[C:7]([CH3:14])[C:6]=2[CH:15]=1. Given the reactants [Br:1][C:2]1[CH:3]=[CH:4][C:5]2[S:9][C:8]([S:10](Cl)(=[O:12])=[O:11])=[C:7]([CH3:14])[C:6]=2[CH:15]=1.[NH:16]1[C:20]([C:21]2[CH:22]=[C:23]([NH2:27])[CH:24]=[CH:25][CH:26]=2)=[N:19][N:18]=[N:17]1, predict the reaction product. (2) Given the reactants [CH2:1]([C:3]1[CH:4]=[C:5]([C:9]2[CH:14]=[CH:13][C:12]([O:15][CH3:16])=[CH:11][CH:10]=2)[CH:6]=[CH:7][CH:8]=1)[CH3:2].[C:17]1(=[O:23])[O:22][C:20](=[O:21])[CH2:19][CH2:18]1.Cl[CH2:25]CCl, predict the reaction product. The product is: [CH3:25][O:22][C:20](=[O:21])[CH2:19][CH2:18][C:17]([C:8]1[CH:7]=[CH:6][C:5]([C:9]2[CH:10]=[CH:11][C:12]([O:15][CH3:16])=[CH:13][CH:14]=2)=[CH:4][C:3]=1[CH2:1][CH3:2])=[O:23].